This data is from Forward reaction prediction with 1.9M reactions from USPTO patents (1976-2016). The task is: Predict the product of the given reaction. (1) Given the reactants C([O:3][P:4]([C:9]([C:12]1[CH:17]=[CH:16][C:15]([CH2:18][N:19]([C:31]2[CH:36]=[CH:35][C:34]([Cl:37])=[C:33]([Cl:38])[CH:32]=2)[C:20]2[O:21][C:22]([C:25]3[CH:30]=[CH:29][CH:28]=[CH:27][CH:26]=3)=[CH:23][N:24]=2)=[CH:14][C:13]=1[Br:39])([F:11])[F:10])(=[O:8])[O:5]CC)C.C[Si](N([Si](C)(C)C)C(=O)C(F)(F)F)(C)C.I[Si](C)(C)C, predict the reaction product. The product is: [Br:39][C:13]1[CH:14]=[C:15]([CH2:18][N:19]([C:31]2[CH:36]=[CH:35][C:34]([Cl:37])=[C:33]([Cl:38])[CH:32]=2)[C:20]2[O:21][C:22]([C:25]3[CH:26]=[CH:27][CH:28]=[CH:29][CH:30]=3)=[CH:23][N:24]=2)[CH:16]=[CH:17][C:12]=1[C:9]([P:4](=[O:3])([OH:5])[OH:8])([F:10])[F:11]. (2) Given the reactants [F:1][C:2]1[CH:7]=[CH:6][C:5]([OH:8])=[CH:4][C:3]=1[NH:9][C:10](=[O:16])[O:11][C:12]([CH3:15])([CH3:14])[CH3:13].Br[C:18]1[CH:19]=[CH:20][C:21]([N+:24]([O-:26])=[O:25])=[N:22][CH:23]=1.C(=O)([O-])[O-].[Cs+].[Cs+], predict the reaction product. The product is: [F:1][C:2]1[CH:7]=[CH:6][C:5]([O:8][C:18]2[CH:23]=[N:22][C:21]([N+:24]([O-:26])=[O:25])=[CH:20][CH:19]=2)=[CH:4][C:3]=1[NH:9][C:10](=[O:16])[O:11][C:12]([CH3:13])([CH3:15])[CH3:14]. (3) Given the reactants [NH:1]([C:8]([NH:10][C:11]1[CH:32]=[CH:31][C:14]2[N:15]([CH:18]([C:25]3[CH:30]=[CH:29][CH:28]=[CH:27][CH:26]=3)[CH2:19][C:20]([O:22]CC)=[O:21])[CH:16]=[N:17][C:13]=2[CH:12]=1)=[O:9])[C:2]1[CH:7]=[CH:6][CH:5]=[CH:4][CH:3]=1.C(#N)C, predict the reaction product. The product is: [NH:1]([C:8]([NH:10][C:11]1[CH:32]=[CH:31][C:14]2[N:15]([CH:18]([C:25]3[CH:26]=[CH:27][CH:28]=[CH:29][CH:30]=3)[CH2:19][C:20]([OH:22])=[O:21])[CH:16]=[N:17][C:13]=2[CH:12]=1)=[O:9])[C:2]1[CH:3]=[CH:4][CH:5]=[CH:6][CH:7]=1. (4) Given the reactants [NH2:1][C:2]1[C:3]([OH:16])=[C:4]([C:8]([N:10]2[CH2:14][CH2:13][C@@H:12]([OH:15])[CH2:11]2)=[O:9])[CH:5]=[CH:6][CH:7]=1.[CH2:17]([O:19][C:20]1[C:21](=O)[C:22](=[O:27])[C:23]=1[O:24]CC)[CH3:18], predict the reaction product. The product is: [CH2:17]([O:19][C:20]1[C:23](=[O:24])[C:22](=[O:27])[C:21]=1[NH:1][C:2]1[CH:7]=[CH:6][CH:5]=[C:4]([C:8]([N:10]2[CH2:14][CH2:13][C@@H:12]([OH:15])[CH2:11]2)=[O:9])[C:3]=1[OH:16])[CH3:18]. (5) Given the reactants [C:1]([C:4]1[CH:5]=[C:6]([NH:10]C(=O)C(F)(F)F)[CH:7]=[CH:8][CH:9]=1)(=[O:3])[CH3:2].[N+:17]([O-])([OH:19])=[O:18].[NH4+].[OH-], predict the reaction product. The product is: [C:1]([C:4]1[CH:5]=[C:6]([NH2:10])[CH:7]=[CH:8][C:9]=1[N+:17]([O-:19])=[O:18])(=[O:3])[CH3:2]. (6) Given the reactants N1([CH2:5][CH2:6][CH2:7][N:8]2[C:16]([O:17][CH3:18])=[N:15][C:14]3[C:9]2=[N:10][C:11]([O:20][CH2:21][CH2:22][CH2:23][CH3:24])=[N:12][C:13]=3[NH2:19])CCC1.FC(F)(F)[C:27]([OH:29])=[O:28].C(O[C:37]1[NH:38][C:39](N)=C2C(N=1)=NC(OC)=N2)CCC.Br[CH2:50][CH2:51][CH2:52][CH2:53]Br.N1CCCCC1, predict the reaction product. The product is: [CH:27]([OH:29])=[O:28].[CH2:21]([O:20][C:11]1[N:10]=[C:9]2[C:14]([N:15]=[C:16]([O:17][CH3:18])[N:8]2[CH2:7][CH2:6][CH2:5][CH2:37][N:38]2[CH2:39][CH2:53][CH2:52][CH2:51][CH2:50]2)=[C:13]([NH2:19])[N:12]=1)[CH2:22][CH2:23][CH3:24].